This data is from Full USPTO retrosynthesis dataset with 1.9M reactions from patents (1976-2016). The task is: Predict the reactants needed to synthesize the given product. (1) Given the product [Cl:1][C:2]1[CH:3]=[CH:4][C:5]2[N:9]=[C:8]([S:10][CH2:11][C:12]3[CH:13]=[CH:14][C:15]([Cl:18])=[CH:16][CH:17]=3)[N:7]([C:19]3[CH:24]=[CH:23][C:22]([CH:25]=[O:26])=[CH:21][CH:20]=3)[C:6]=2[CH:27]=1, predict the reactants needed to synthesize it. The reactants are: [Cl:1][C:2]1[CH:3]=[CH:4][C:5]2[N:9]=[C:8]([S:10][CH2:11][C:12]3[CH:17]=[CH:16][C:15]([Cl:18])=[CH:14][CH:13]=3)[N:7]([C:19]3[CH:24]=[CH:23][C:22]([CH2:25][OH:26])=[CH:21][CH:20]=3)[C:6]=2[CH:27]=1. (2) The reactants are: [CH2:1]([O:8][C:9]1[C:10]([O:26][Si:27]([C:30]([CH3:33])([CH3:32])[CH3:31])([CH3:29])[CH3:28])=[C:11]([O:18][Si:19]([C:22]([CH3:25])([CH3:24])[CH3:23])([CH3:21])[CH3:20])[CH:12]=[C:13]([CH:17]=1)[C:14](O)=[O:15])[C:2]1[CH:7]=[CH:6][CH:5]=[CH:4][CH:3]=1.[H-].[Na+].C(Cl)(=O)C([Cl:39])=O. Given the product [CH2:1]([O:8][C:9]1[C:10]([O:26][Si:27]([C:30]([CH3:33])([CH3:32])[CH3:31])([CH3:29])[CH3:28])=[C:11]([O:18][Si:19]([C:22]([CH3:25])([CH3:24])[CH3:23])([CH3:21])[CH3:20])[CH:12]=[C:13]([CH:17]=1)[C:14]([Cl:39])=[O:15])[C:2]1[CH:7]=[CH:6][CH:5]=[CH:4][CH:3]=1, predict the reactants needed to synthesize it. (3) The reactants are: C(O[C:4](=[O:22])[CH2:5][C:6]([CH:8]1[CH2:13][CH2:12][N:11]([C:14]([O:16][C:17]([CH3:20])([CH3:19])[CH3:18])=[O:15])[CH:10](C)[CH2:9]1)=O)C.[Br:23][C:24]1[CH:25]=[CH:26][CH:27]=[C:28]2[C:32]=1[NH:31][N:30]=[C:29]2[NH2:33].P([O-])([O-])([O-])=O.[K+].[K+].[K+]. Given the product [Br:23][C:24]1[C:32]2[C:28](=[C:29]3[NH:33][C:4](=[O:22])[CH:5]=[C:6]([CH:8]4[CH2:9][CH2:10][N:11]([C:14]([O:16][C:17]([CH3:18])([CH3:19])[CH3:20])=[O:15])[CH2:12][CH2:13]4)[N:30]3[N:31]=2)[CH:27]=[CH:26][CH:25]=1, predict the reactants needed to synthesize it.